This data is from Forward reaction prediction with 1.9M reactions from USPTO patents (1976-2016). The task is: Predict the product of the given reaction. (1) Given the reactants [Si:1]([O:8][C@@H:9]([CH2:36][O:37][Si:38]([C:41]([CH3:44])([CH3:43])[CH3:42])([CH3:40])[CH3:39])[CH2:10][CH2:11][C:12]1[C:13](=[O:35])[CH2:14][C@H:15]2[C:24]=1[C@H:23](O[Si](C(C)(C)C)(C)C)[C:22]1[C:17](=[C:18]([O:33][CH3:34])[CH:19]=[CH:20][CH:21]=1)[CH2:16]2)([C:4]([CH3:7])([CH3:6])[CH3:5])([CH3:3])[CH3:2].C(=O)(O)[O-].[K+].[H][H].C(OCC)(=O)C.CCCCCCC, predict the reaction product. The product is: [Si:1]([O:8][C@@H:9]([CH2:36][O:37][Si:38]([C:41]([CH3:44])([CH3:43])[CH3:42])([CH3:39])[CH3:40])[CH2:10][CH2:11][CH:12]1[C@H:24]2[CH2:23][C:22]3[C:17]([CH2:16][C@H:15]2[CH2:14][C:13]1=[O:35])=[C:18]([O:33][CH3:34])[CH:19]=[CH:20][CH:21]=3)([C:4]([CH3:5])([CH3:6])[CH3:7])([CH3:3])[CH3:2]. (2) Given the reactants [CH3:1][O:2][C:3]1[CH:4]=[C:5]([C:14](=O)[CH:15]=[CH:16]N(C)C)[CH:6]=[C:7]([N+:11]([O-:13])=[O:12])[C:8]=1[O:9][CH3:10].[F:21][C:22]([F:33])([F:32])[C:23]1[N:31]=[CH:30][CH:29]=[CH:28][C:24]=1[C:25](=[NH:27])[NH2:26].CC(C)([O-])C.[K+].O, predict the reaction product. The product is: [CH3:1][O:2][C:3]1[CH:4]=[C:5]([C:14]2[CH:15]=[CH:16][N:26]=[C:25]([C:24]3[C:23]([C:22]([F:32])([F:21])[F:33])=[N:31][CH:30]=[CH:29][CH:28]=3)[N:27]=2)[CH:6]=[C:7]([N+:11]([O-:13])=[O:12])[C:8]=1[O:9][CH3:10]. (3) Given the reactants Br[C:2]1[CH:10]=[CH:9][C:5]2[N:6]=[CH:7][NH:8][C:4]=2[CH:3]=1.[CH2:11]([NH2:18])[C:12]1[CH:17]=[CH:16][CH:15]=[CH:14][CH:13]=1.C1(P(C2CCCCC2)C2C=CC=CC=2C2C=CC=CC=2N(C)C)CCCCC1.C[Si]([N-][Si](C)(C)C)(C)C.[Li+].C1COCC1, predict the reaction product. The product is: [CH2:11]([NH:18][C:2]1[CH:10]=[CH:9][C:5]2[NH:6][CH:7]=[N:8][C:4]=2[CH:3]=1)[C:12]1[CH:17]=[CH:16][CH:15]=[CH:14][CH:13]=1. (4) Given the reactants [Br:1][C:2]1[O:6][C:5]([CH2:7][OH:8])=[CH:4][CH:3]=1.[CH2:9]([O:11][C:12](=[O:25])[C@@H:13]([O:22][CH2:23][CH3:24])[CH2:14][C:15]1[CH:20]=[CH:19][C:18](O)=[CH:17][CH:16]=1)[CH3:10], predict the reaction product. The product is: [Br:1][C:2]1[O:6][C:5]([CH2:7][O:8][C:18]2[CH:17]=[CH:16][C:15]([CH2:14][C@H:13]([O:22][CH2:23][CH3:24])[C:12]([O:11][CH2:9][CH3:10])=[O:25])=[CH:20][CH:19]=2)=[CH:4][CH:3]=1. (5) Given the reactants [OH:1][CH:2]([C:6]([O:19][CH3:20])([C:13]1[CH:18]=[CH:17][CH:16]=[CH:15][CH:14]=1)[C:7]1[CH:12]=[CH:11][CH:10]=[CH:9][CH:8]=1)[C:3]([OH:5])=[O:4].Cl.COC(=O)[C@@H]1CCCN1.[N+](C1C=CC=CC=1[C@@H](N)C)([O-])=O, predict the reaction product. The product is: [OH:1][C@@H:2]([C:6]([O:19][CH3:20])([C:7]1[CH:12]=[CH:11][CH:10]=[CH:9][CH:8]=1)[C:13]1[CH:18]=[CH:17][CH:16]=[CH:15][CH:14]=1)[C:3]([OH:5])=[O:4]. (6) Given the reactants [C:1]([C:5]1[CH:40]=[CH:39][C:8]([CH2:9][N:10]2[C:14](=[O:15])[N:13]([CH2:16][CH3:17])[C:12]([CH2:18][CH2:19][CH2:20][C:21]3[CH:22]=[C:23]([C:27]4[CH:32]=[CH:31][C:30]([CH2:33][C:34]([O:36]C)=[O:35])=[C:29]([OH:38])[CH:28]=4)[CH:24]=[CH:25][CH:26]=3)=[N:11]2)=[CH:7][CH:6]=1)([CH3:4])([CH3:3])[CH3:2].[Li+].[OH-], predict the reaction product. The product is: [C:1]([C:5]1[CH:6]=[CH:7][C:8]([CH2:9][N:10]2[C:14](=[O:15])[N:13]([CH2:16][CH3:17])[C:12]([CH2:18][CH2:19][CH2:20][C:21]3[CH:22]=[C:23]([C:27]4[CH:32]=[CH:31][C:30]([CH2:33][C:34]([OH:36])=[O:35])=[C:29]([OH:38])[CH:28]=4)[CH:24]=[CH:25][CH:26]=3)=[N:11]2)=[CH:39][CH:40]=1)([CH3:2])([CH3:3])[CH3:4]. (7) Given the reactants [CH3:1][C@H:2]1[N:7]([C:8]2[C:9]3[CH:16]=[CH:15][S:14][C:10]=3[N:11]=[CH:12][N:13]=2)[C@@H:6]([CH3:17])[CH2:5][N:4]([CH2:18][C:19](NC2C=CC=C3C=2C=CN=C3)=[O:20])[CH2:3]1.[ClH:32].[O:33]1CCOCC1, predict the reaction product. The product is: [ClH:32].[CH3:17][C@H:6]1[N:7]([C:8]2[C:9]3[CH:16]=[CH:15][S:14][C:10]=3[N:11]=[CH:12][N:13]=2)[C@@H:2]([CH3:1])[CH2:3][N:4]([CH2:18][C:19]([OH:20])=[O:33])[CH2:5]1. (8) Given the reactants [Cl:1][C:2]1[C:11]2[C:6](=[CH:7][CH:8]=[C:9]([O:12][CH3:13])[CH:10]=2)[CH:5]=[C:4]([C:14]2[CH:19]=[CH:18][CH:17]=[CH:16][CH:15]=2)[N:3]=1.[CH2:20]([N:22]1[CH2:27][CH2:26][NH:25][CH2:24][CH2:23]1)[CH3:21].C(=O)([O-])[O-].[K+].[K+].C(OCC)(=O)C, predict the reaction product. The product is: [ClH:1].[ClH:1].[CH2:20]([N:22]1[CH2:27][CH2:26][N:25]([C:2]2[C:11]3[C:6](=[CH:7][CH:8]=[C:9]([O:12][CH3:13])[CH:10]=3)[CH:5]=[C:4]([C:14]3[CH:19]=[CH:18][CH:17]=[CH:16][CH:15]=3)[N:3]=2)[CH2:24][CH2:23]1)[CH3:21]. (9) Given the reactants C([N:8]1[C:16]2[C:11](=[CH:12][CH:13]=[C:14]([OH:17])[CH:15]=2)[C:10]([CH3:18])=[N:9]1)C1C=CC=CC=1.O.Cl, predict the reaction product. The product is: [CH3:18][C:10]1[C:11]2[C:16](=[CH:15][C:14]([OH:17])=[CH:13][CH:12]=2)[NH:8][N:9]=1. (10) Given the reactants [Cl:1][C:2]1[C:7]([F:8])=[C:6]([O:9][CH2:10][CH3:11])[CH:5]=[CH:4][C:3]=1[C:12]1(O)[CH2:17][CH2:16][CH:15]([CH2:18][CH2:19][C@H]2CC[C@H](CCC)CC2)[CH2:14][CH2:13]1.[C:30]1([CH3:40])[CH:35]=[CH:34][C:33](S(O)(=O)=O)=[CH:32][CH:31]=1.O.[C:42]1(C)C=CC=C[CH:43]=1, predict the reaction product. The product is: [Cl:1][C:2]1[C:7]([F:8])=[C:6]([O:9][CH2:10][CH3:11])[CH:5]=[CH:4][C:3]=1[C:12]1[CH2:17][CH2:16][CH:15]([CH:18]([C@H:33]2[CH2:34][CH2:35][C@H:30]([CH2:40][CH2:42][CH3:43])[CH2:31][CH2:32]2)[CH3:19])[CH2:14][CH:13]=1.